This data is from Full USPTO retrosynthesis dataset with 1.9M reactions from patents (1976-2016). The task is: Predict the reactants needed to synthesize the given product. (1) Given the product [F:1][C:2]1[C:7]([OH:8])=[C:6]([F:10])[CH:5]=[CH:4][C:3]=1[CH:11]([NH:26][C:27]1[CH:36]=[CH:35][CH:34]=[C:33]2[C:28]=1[CH:29]=[CH:30][C:31]([CH3:37])=[N:32]2)[C:12]([CH2:18][S:19][C:20]1[N:21]([CH3:25])[CH:22]=[CH:23][N:24]=1)([C:14]([F:17])([F:16])[F:15])[OH:13], predict the reactants needed to synthesize it. The reactants are: [F:1][C:2]1[C:7]([O:8]C)=[C:6]([F:10])[CH:5]=[CH:4][C:3]=1[CH:11]([NH:26][C:27]1[CH:36]=[CH:35][CH:34]=[C:33]2[C:28]=1[CH:29]=[CH:30][C:31]([CH3:37])=[N:32]2)[C:12]([CH2:18][S:19][C:20]1[N:21]([CH3:25])[CH:22]=[CH:23][N:24]=1)([C:14]([F:17])([F:16])[F:15])[OH:13].B(Br)(Br)Br. (2) Given the product [CH3:1][O:2][C:3]1[CH:4]=[C:5]([CH:35]=[CH:36][C:37]=1[C:38]([CH3:40])([CH3:39])[CH3:41])[C:6]([N:8]1[C@@H:12]([C:13]2[S:14][C:15]([CH3:18])=[CH:16][N:17]=2)[C@@H:11]([CH2:19][O:20][CH3:21])[CH2:10][C@@:9]1([CH2:29][C:30]1[CH:34]=[CH:49][S:50][N:31]=1)[C:22]([O:24][C:25]([CH3:28])([CH3:26])[CH3:27])=[O:23])=[O:7], predict the reactants needed to synthesize it. The reactants are: [CH3:1][O:2][C:3]1[CH:4]=[C:5]([CH:35]=[CH:36][C:37]=1[C:38]([CH3:41])([CH3:40])[CH3:39])[C:6]([N:8]1[C@@H:12]([C:13]2[S:14][C:15]([CH3:18])=[CH:16][N:17]=2)[C@@H:11]([CH2:19][O:20][CH3:21])[CH2:10][C@@:9]1([CH2:29][C:30]1[N:31]=CS[CH:34]=1)[C:22]([O:24][C:25]([CH3:28])([CH3:27])[CH3:26])=[O:23])=[O:7].OC[C@@H]1[C@H]([C:49]2[S:50]C(C)=CN=2)N(C(=O)C2C=CC(C(C)(C)C)=C(OC)C=2)[C@](CC2C=CSN=2)(C(OC(C)(C)C)=O)C1. (3) Given the product [Cl:1][C:2]1[CH:3]=[C:4]([CH:9]2[CH:13]([C:14]3[CH:19]=[CH:18][N:17]=[CH:16][CH:15]=3)[N:12]([CH:20]([CH3:21])[CH3:22])[N:11]([CH3:25])[C:10]2=[O:23])[CH:5]=[CH:6][C:7]=1[Cl:8], predict the reactants needed to synthesize it. The reactants are: [Cl:1][C:2]1[CH:3]=[C:4]([CH:9]2[CH:13]([C:14]3[CH:19]=[CH:18][N:17]=[CH:16][CH:15]=3)[N:12]([CH:20]([CH3:22])[CH3:21])[NH:11][C:10]2=[O:23])[CH:5]=[CH:6][C:7]=1[Cl:8].[Li+].[CH3:25][Si]([N-][Si](C)(C)C)(C)C.IC. (4) The reactants are: [N:1]([CH:4]([C:6]1[C:11]([CH3:12])=[CH:10][CH:9]=[CH:8][N:7]=1)[CH3:5])=[N+]=[N-].C1C=CC(P(C2C=CC=CC=2)C2C=CC=CC=2)=CC=1. Given the product [CH3:12][C:11]1[C:6]([CH:4]([NH2:1])[CH3:5])=[N:7][CH:8]=[CH:9][CH:10]=1, predict the reactants needed to synthesize it. (5) Given the product [Cl:1][C:2]1[N:3]=[CH:4][C:5]([CH2:8][N:22]2[CH:23]=[CH:24][CH:25]=[CH:26][C:21]2=[N:20][C:18](=[O:19])[C:17]([F:16])([F:31])[C:27]([F:29])([F:30])[F:28])=[CH:6][CH:7]=1, predict the reactants needed to synthesize it. The reactants are: [Cl:1][C:2]1[CH:7]=[CH:6][C:5]([CH2:8]Cl)=[CH:4][N:3]=1.C(=O)([O-])[O-].[K+].[K+].[F:16][C:17]([F:31])([C:27]([F:30])([F:29])[F:28])[C:18]([N:20]=[C:21]1[CH:26]=[CH:25][CH:24]=[CH:23][NH:22]1)=[O:19]. (6) Given the product [OH:11][C:9]1[C:4]2[CH:5]=[N:6][N:7]([CH3:8])[C:3]=2[NH:2][C:14](=[O:21])[C:15]=1[C:16]([O:18][CH2:19][CH3:20])=[O:17], predict the reactants needed to synthesize it. The reactants are: [Na].[NH2:2][C:3]1[N:7]([CH3:8])[N:6]=[CH:5][C:4]=1[C:9]([O:11]CC)=O.[C:14](OCC)(=[O:21])[CH2:15][C:16]([O:18][CH2:19][CH3:20])=[O:17]. (7) Given the product [C:1]1([C:29]2[CH:34]=[CH:33][CH:32]=[CH:31][CH:30]=2)[CH:2]=[CH:3][C:4]([NH:7][C:8](=[O:9])[C:10]2[CH:15]=[CH:14][C:13]([C:16]([N:38]([CH3:39])[CH3:37])=[O:17])=[C:12]([NH:19][C:20](=[O:28])[CH2:21][N:22]3[CH2:27][CH2:26][O:25][CH2:24][CH2:23]3)[CH:11]=2)=[CH:5][CH:6]=1, predict the reactants needed to synthesize it. The reactants are: [C:1]1([C:29]2[CH:34]=[CH:33][CH:32]=[CH:31][CH:30]=2)[CH:6]=[CH:5][C:4]([N:7]=[C:8]([C:10]2[CH:15]=[CH:14][C:13]([C:16](O)=[O:17])=[C:12](/[N:19]=[C:20](\[O-:28])/[CH2:21][N:22]3[CH2:27][CH2:26][O:25][CH2:24][CH2:23]3)[CH:11]=2)[O-:9])=[CH:3][CH:2]=1.[Li+].[Li+].[CH3:37][NH:38][CH3:39].C1COCC1.F[P-](F)(F)(F)(F)F.N1(O[P+](N2CCCC2)(N2CCCC2)N2CCCC2)C2C=CC=CC=2N=N1.C(N(C(C)C)CC)(C)C. (8) Given the product [NH2:33][C:34]1[C:39]([S:40]([NH:43][C:8]([C:7]2[C:2]([Cl:1])=[N:3][C:4]([N:11]3[CH:15]=[CH:14][C:13]([O:16][CH2:17][CH:18]([CH3:20])[CH3:19])=[N:12]3)=[CH:5][CH:6]=2)=[O:10])(=[O:41])=[O:42])=[CH:38][CH:37]=[CH:36][N:35]=1, predict the reactants needed to synthesize it. The reactants are: [Cl:1][C:2]1[C:7]([C:8]([OH:10])=O)=[CH:6][CH:5]=[C:4]([N:11]2[CH:15]=[CH:14][C:13]([O:16][CH2:17][CH:18]([CH3:20])[CH3:19])=[N:12]2)[N:3]=1.C1N=CN(C(N2C=NC=C2)=O)C=1.[NH2:33][C:34]1[C:39]([S:40]([NH2:43])(=[O:42])=[O:41])=[CH:38][CH:37]=[CH:36][N:35]=1.[H-].[Na+].C(O)(=O)C. (9) Given the product [Br:2][C:3]1[CH:4]=[C:5]([C:14]2[N:36]([C:37]3[CH:42]=[CH:41][CH:40]=[CH:39][N:38]=3)[N:35]=[C:16]([C:17]([OH:19])=[O:18])[CH:15]=2)[CH:6]=[C:7]([O:9][C:10]([F:11])([F:12])[F:13])[CH:8]=1, predict the reactants needed to synthesize it. The reactants are: [Li].[Br:2][C:3]1[CH:4]=[C:5]([C:14]([O-])=[CH:15][C:16](=O)[C:17]([O:19]CC)=[O:18])[CH:6]=[C:7]([O:9][C:10]([F:13])([F:12])[F:11])[CH:8]=1.ClC1C=C(C2[N:36]([C:37]3[CH:42]=[CH:41][CH:40]=[CH:39][N:38]=3)[N:35]=C(C(O)=O)C=2)C=C(F)C=1.Cl.N1C=CC=CC=1NN.